The task is: Predict the reactants needed to synthesize the given product.. This data is from Full USPTO retrosynthesis dataset with 1.9M reactions from patents (1976-2016). (1) Given the product [CH3:20][C:19]([C:4]1[C:3]([F:2])=[CH:8][CH:7]=[CH:6][C:5]=1[F:9])=[O:21], predict the reactants needed to synthesize it. The reactants are: [Li].[F:2][C:3]1[CH:8]=[CH:7][CH:6]=[C:5]([F:9])[CH:4]=1.FC1C=CC=C(F)C=1[Li].[C:19](OC(=O)C)(=[O:21])[CH3:20]. (2) Given the product [CH2:20]([O:19][C:13]1[CH:14]=[CH:15][C:16]([Cl:18])=[CH:17][C:12]=1[C:8]1[CH2:9][CH2:10][CH2:11][C:7]=1[B:27]([OH:32])[OH:28])[C:21]1[CH:26]=[CH:25][CH:24]=[CH:23][CH:22]=1, predict the reactants needed to synthesize it. The reactants are: C([Li])CCC.Br[C:7]1[CH2:11][CH2:10][CH2:9][C:8]=1[C:12]1[CH:17]=[C:16]([Cl:18])[CH:15]=[CH:14][C:13]=1[O:19][CH2:20][C:21]1[CH:26]=[CH:25][CH:24]=[CH:23][CH:22]=1.[B:27](OC(C)C)([O:32]C(C)C)[O:28]C(C)C.Cl. (3) Given the product [CH2:1]([N:3]([CH2:20][CH3:21])[CH2:4][CH2:5][NH:6][C:37]([C:26]1[C:27]2[C:36](=[CH:35][C:34]3[C:29]([N:28]=2)=[CH:30][CH:31]=[CH:32][CH:33]=3)[C:23]([I:22])=[CH:24][CH:25]=1)=[O:39])[CH3:2], predict the reactants needed to synthesize it. The reactants are: [CH2:1]([N:3]([CH2:20][CH3:21])[CH2:4][CH2:5][NH:6]C(C1C=CC2C(=CC=C(I)C=2)C=1)=O)[CH3:2].[I:22][C:23]1[C:36]2[C:27](=[N:28][C:29]3[C:34]([CH:35]=2)=[CH:33][CH:32]=[CH:31][CH:30]=3)[C:26]([C:37]([O:39]C)=O)=[CH:25][CH:24]=1.[K+].[Br-].C(N(CC)CCNC(C1N=C2C=CC=CN2C=1)=O)C.C(N(CC)CCNC(C1N=C2C=CC=CN2C=1[Sn](CCCC)(CCCC)CCCC)=O)C.C(N(CC)CCNC(C1N=C2C=CC=CN2C=1I)=O)C. (4) Given the product [CH3:1][O:2][C:3](=[O:12])[C:4]1[CH:9]=[CH:8][C:7]([Cl:10])=[C:6]([O:11][CH2:22][CH2:21][C:15]2[CH:16]=[CH:17][C:18]([Cl:20])=[CH:19][C:14]=2[Cl:13])[CH:5]=1, predict the reactants needed to synthesize it. The reactants are: [CH3:1][O:2][C:3](=[O:12])[C:4]1[CH:9]=[CH:8][C:7]([Cl:10])=[C:6]([OH:11])[CH:5]=1.[Cl:13][C:14]1[CH:19]=[C:18]([Cl:20])[CH:17]=[CH:16][C:15]=1[CH2:21][CH2:22]O.C1(P(C2C=CC=CC=2)C2C=CC=CC=2)C=CC=CC=1.CCOC(/N=N/C(OCC)=O)=O. (5) Given the product [Br:10][CH:3]1[C:2]([Br:1])=[C:6]([O:7][CH3:8])[C:5](=[O:9])[O:4]1, predict the reactants needed to synthesize it. The reactants are: [Br:1][C:2]1[CH2:3][O:4][C:5](=[O:9])[C:6]=1[O:7][CH3:8].[Br:10]N1C(=O)CCC1=O. (6) Given the product [NH2:1][C:2]1[C:3]2[N:4]([C:8]([C@H:24]3[CH2:29][CH2:28][C@H:27]([C:30]([NH2:39])=[O:32])[CH2:26][CH2:25]3)=[N:9][C:10]=2[C:11]2[CH:12]=[CH:13][C:14]([O:17][C:18]3[CH:23]=[CH:22][CH:21]=[CH:20][CH:19]=3)=[CH:15][CH:16]=2)[CH:5]=[CH:6][N:7]=1, predict the reactants needed to synthesize it. The reactants are: [NH2:1][C:2]1[C:3]2[N:4]([C:8]([C@H:24]3[CH2:29][CH2:28][C@H:27]([C:30]([OH:32])=O)[CH2:26][CH2:25]3)=[N:9][C:10]=2[C:11]2[CH:16]=[CH:15][C:14]([O:17][C:18]3[CH:23]=[CH:22][CH:21]=[CH:20][CH:19]=3)=[CH:13][CH:12]=2)[CH:5]=[CH:6][N:7]=1.N.CC(O)C.C[N:39](C(ON1N=NC2C=CC=CC1=2)=[N+](C)C)C.[B-](F)(F)(F)F.CCN(C(C)C)C(C)C.CN(C=O)C.